The task is: Predict the reaction yield, written as a fraction of the theoretical maximum amount of product (1.0 means a 100% yield; for example, 0.34 means a 34% yield).. This data is from Reaction yield outcomes from USPTO patents with 853,638 reactions. (1) The reactants are [CH3:1][O:2][C:3]1[CH:11]=[CH:10][CH:9]=[C:8]2[C:4]=1[CH:5]=[CH:6][NH:7]2.F[C:13]1[CH:20]=[CH:19][C:16]([C:17]#[N:18])=[C:15]([NH:21][CH:22]2[CH2:27][CH2:26][CH:25]([OH:28])[CH2:24][CH2:23]2)[CH:14]=1.[H-].[Na+]. The catalyst is CCOC(C)=O. The product is [OH:28][CH:25]1[CH2:24][CH2:23][CH:22]([NH:21][C:15]2[CH:14]=[C:13]([N:7]3[C:8]4[C:4](=[C:3]([O:2][CH3:1])[CH:11]=[CH:10][CH:9]=4)[CH:5]=[CH:6]3)[CH:20]=[CH:19][C:16]=2[C:17]#[N:18])[CH2:27][CH2:26]1. The yield is 0.340. (2) The reactants are [CH3:1][S:2][C:3](=[C:6]([C:9]#[N:10])[C:7]#[N:8])[S:4][CH3:5].C([CH:13](S)[C:14]([O-])=[O:15])C.[CH3:18][OH:19]. No catalyst specified. The product is [NH2:8][C:7]1[C:6]([C:9]#[N:10])=[C:3]([S:4][CH3:5])[S:2][C:1]=1[C:18]([O:15][CH2:14][CH3:13])=[O:19]. The yield is 0.990. (3) The reactants are [NH2:1][CH2:2][C@H:3]([OH:15])[CH2:4][N:5]1[CH2:14][CH2:13][C:12]2[C:7](=[CH:8][CH:9]=[CH:10][CH:11]=2)[CH2:6]1.[Cl:16][C:17]1[N:22]=[CH:21][N:20]=[C:19]([C:23](Cl)=[O:24])[CH:18]=1. The catalyst is C(Cl)Cl. The product is [Cl:16][C:17]1[N:22]=[CH:21][N:20]=[C:19]([C:23]([NH:1][CH2:2][C@H:3]([OH:15])[CH2:4][N:5]2[CH2:14][CH2:13][C:12]3[C:7](=[CH:8][CH:9]=[CH:10][CH:11]=3)[CH2:6]2)=[O:24])[CH:18]=1. The yield is 0.490. (4) The reactants are C([O:3][C:4](=[O:45])[CH2:5][N:6]([S:33]([N:36]1[C:44]2[C:39](=[CH:40][CH:41]=[CH:42][CH:43]=2)[CH2:38][CH2:37]1)(=[O:35])=[O:34])[CH2:7][C:8]1[CH:13]=[CH:12][C:11]([O:14][CH2:15][CH2:16][C:17]2[N:18]=[C:19]([C:23]3[CH:28]=[CH:27][C:26]([C:29]([F:32])([F:31])[F:30])=[CH:25][CH:24]=3)[O:20][C:21]=2[CH3:22])=[CH:10][CH:9]=1)C.O.[OH-].[Li+]. No catalyst specified. The product is [N:36]1([S:33]([N:6]([CH2:5][C:4]([OH:45])=[O:3])[CH2:7][C:8]2[CH:13]=[CH:12][C:11]([O:14][CH2:15][CH2:16][C:17]3[N:18]=[C:19]([C:23]4[CH:24]=[CH:25][C:26]([C:29]([F:30])([F:31])[F:32])=[CH:27][CH:28]=4)[O:20][C:21]=3[CH3:22])=[CH:10][CH:9]=2)(=[O:35])=[O:34])[C:44]2[C:39](=[CH:40][CH:41]=[CH:42][CH:43]=2)[CH2:38][CH2:37]1. The yield is 0.990. (5) The reactants are CC1(C)C(C)(C)OB([C:9]2[CH:17]=[C:16]3[C:12]([C:13]4([CH2:22][CH2:21][CH2:20][CH2:19]4)[C:14](=[O:18])[NH:15]3)=[CH:11][CH:10]=2)O1.[CH:24]1([NH:27][C:28]2[C:32]3[CH:33]=[CH:34][C:35]([CH3:38])=[C:36](I)[C:31]=3[O:30][N:29]=2)[CH2:26][CH2:25]1.C(=O)([O-])[O-].[Cs+].[Cs+]. The catalyst is O1CCOCC1. The product is [CH:24]1([NH:27][C:28]2[C:32]3[CH:33]=[CH:34][C:35]([CH3:38])=[C:36]([C:9]4[CH:17]=[C:16]5[C:12]([C:13]6([CH2:19][CH2:20][CH2:21][CH2:22]6)[C:14](=[O:18])[NH:15]5)=[CH:11][CH:10]=4)[C:31]=3[O:30][N:29]=2)[CH2:26][CH2:25]1. The yield is 0.280.